Dataset: Reaction yield outcomes from USPTO patents with 853,638 reactions. Task: Predict the reaction yield, written as a fraction of the theoretical maximum amount of product (1.0 means a 100% yield; for example, 0.34 means a 34% yield). (1) The reactants are [C:1]12([O:11][CH2:12][CH2:13][O:14][CH2:15][CH2:16][O:17][CH2:18][CH2:19][O:20][CH2:21][CH2:22][OH:23])[CH2:10][CH:5]3[CH2:6][CH:7]([CH2:9][CH:3]([CH2:4]3)[CH2:2]1)[CH2:8]2.[CH3:24][S:25](Cl)(=[O:27])=[O:26].CCN(CC)CC.CCOC(C)=O. The catalyst is Cl. The product is [CH3:24][S:25]([O:23][CH2:22][CH2:21][O:20][CH2:19][CH2:18][O:17][CH2:16][CH2:15][O:14][CH2:13][CH2:12][O:11][C:1]12[CH2:8][CH:7]3[CH2:9][CH:3]([CH2:4][CH:5]([CH2:6]3)[CH2:10]1)[CH2:2]2)(=[O:27])=[O:26]. The yield is 0.820. (2) The reactants are [CH3:1][Si:2]([CH3:12])([CH3:11])[O:3][C:4]1([C:9]#N)[CH2:8][CH2:7][CH2:6][CH2:5]1.[H-].C([Al+]CC(C)C)C(C)C.CCCCCC.[Cl-].[NH4+].S(=O)(=O)(O)[OH:32]. The catalyst is C1(C)C=CC=CC=1.C(OCC)C. The product is [CH3:1][Si:2]([CH3:12])([CH3:11])[O:3][C:4]1([CH:9]=[O:32])[CH2:8][CH2:7][CH2:6][CH2:5]1. The yield is 0.360. (3) The reactants are [CH3:1][O:2][C:3]1[C:8]([N+:9]([O-])=O)=[CH:7][CH:6]=[CH:5][C:4]=1[C:12]1[S:13][C:14]([CH3:17])=[N:15][N:16]=1. The catalyst is CO.[Pd]. The product is [CH3:1][O:2][C:3]1[C:4]([C:12]2[S:13][C:14]([CH3:17])=[N:15][N:16]=2)=[CH:5][CH:6]=[CH:7][C:8]=1[NH2:9]. The yield is 0.430.